This data is from Forward reaction prediction with 1.9M reactions from USPTO patents (1976-2016). The task is: Predict the product of the given reaction. (1) Given the reactants [N+:1]([C:4]1[CH:9]=[CH:8][CH:7]=[CH:6][C:5]=1[CH2:10][C:11]([OH:13])=[O:12])([O-:3])=[O:2].[CH2:14](O)[CH2:15][CH2:16][CH3:17].S(=O)(=O)(O)O.[OH-].[NH4+], predict the reaction product. The product is: [N+:1]([C:4]1[CH:9]=[CH:8][CH:7]=[CH:6][C:5]=1[CH2:10][C:11]([O:13][CH2:14][CH2:15][CH2:16][CH3:17])=[O:12])([O-:3])=[O:2]. (2) Given the reactants [H-].[Na+].Br[CH2:4][CH2:5][CH2:6][CH2:7]Br.[C:9]([O:13][C:14]([NH:16][NH:17][C:18]1[CH:23]=[CH:22][CH:21]=[CH:20][C:19]=1[Cl:24])=[O:15])([CH3:12])([CH3:11])[CH3:10], predict the reaction product. The product is: [C:9]([O:13][C:14]([N:16]1[CH2:7][CH2:6][CH2:5][CH2:4][N:17]1[C:18]1[CH:23]=[CH:22][CH:21]=[CH:20][C:19]=1[Cl:24])=[O:15])([CH3:12])([CH3:10])[CH3:11]. (3) Given the reactants [CH3:1][N:2]([CH2:4][C:5]1[C:13]2[O:12][N:11]=[C:10]([CH2:14][CH2:15][CH:16]3[CH2:21][CH2:20][NH:19][CH2:18][CH2:17]3)[C:9]=2[CH:8]=[CH:7][C:6]=1[O:22][CH2:23][CH:24]1[CH2:26][CH2:25]1)[CH3:3].Cl.Cl[C:29]1[CH:34]=[CH:33][N:32]=[CH:31][CH:30]=1.C(N(CC)C(C)C)(C)C.[OH-].[Na+], predict the reaction product. The product is: [CH3:1][N:2]([CH2:4][C:5]1[C:13]2[O:12][N:11]=[C:10]([CH2:14][CH2:15][CH:16]3[CH2:21][CH2:20][N:19]([C:29]4[CH:34]=[CH:33][N:32]=[CH:31][CH:30]=4)[CH2:18][CH2:17]3)[C:9]=2[CH:8]=[CH:7][C:6]=1[O:22][CH2:23][CH:24]1[CH2:25][CH2:26]1)[CH3:3]. (4) Given the reactants [C:1]([C:3]1[C:4]([CH2:24][C:25]([CH3:28])([CH3:27])[CH3:26])=[N:5][C:6]([CH3:23])=[C:7]([C:15]=1[C:16]1[CH:21]=[CH:20][C:19]([CH3:22])=[CH:18][CH:17]=1)[C:8]([O:10]C(C)(C)C)=[O:9])#[N:2], predict the reaction product. The product is: [C:1]([C:3]1[C:4]([CH2:24][C:25]([CH3:28])([CH3:27])[CH3:26])=[N:5][C:6]([CH3:23])=[C:7]([C:15]=1[C:16]1[CH:21]=[CH:20][C:19]([CH3:22])=[CH:18][CH:17]=1)[C:8]([OH:10])=[O:9])#[N:2].